This data is from NCI-60 drug combinations with 297,098 pairs across 59 cell lines. The task is: Regression. Given two drug SMILES strings and cell line genomic features, predict the synergy score measuring deviation from expected non-interaction effect. (1) Drug 1: CCC1=CC2CC(C3=C(CN(C2)C1)C4=CC=CC=C4N3)(C5=C(C=C6C(=C5)C78CCN9C7C(C=CC9)(C(C(C8N6C)(C(=O)OC)O)OC(=O)C)CC)OC)C(=O)OC.C(C(C(=O)O)O)(C(=O)O)O. Drug 2: CC1=C(N=C(N=C1N)C(CC(=O)N)NCC(C(=O)N)N)C(=O)NC(C(C2=CN=CN2)OC3C(C(C(C(O3)CO)O)O)OC4C(C(C(C(O4)CO)O)OC(=O)N)O)C(=O)NC(C)C(C(C)C(=O)NC(C(C)O)C(=O)NCCC5=NC(=CS5)C6=NC(=CS6)C(=O)NCCC[S+](C)C)O. Cell line: HOP-62. Synergy scores: CSS=31.8, Synergy_ZIP=-7.28, Synergy_Bliss=-1.19, Synergy_Loewe=0.00122, Synergy_HSA=3.90. (2) Drug 1: COC1=CC(=CC(=C1O)OC)C2C3C(COC3=O)C(C4=CC5=C(C=C24)OCO5)OC6C(C(C7C(O6)COC(O7)C8=CC=CS8)O)O. Drug 2: CN(CCCl)CCCl.Cl. Cell line: SW-620. Synergy scores: CSS=44.0, Synergy_ZIP=0.142, Synergy_Bliss=0.962, Synergy_Loewe=2.64, Synergy_HSA=3.67. (3) Cell line: NCI-H226. Drug 1: CN(C)N=NC1=C(NC=N1)C(=O)N. Drug 2: C(CCl)NC(=O)N(CCCl)N=O. Synergy scores: CSS=4.64, Synergy_ZIP=4.55, Synergy_Bliss=0.0000905, Synergy_Loewe=-4.18, Synergy_HSA=-2.83. (4) Drug 1: CN(C)N=NC1=C(NC=N1)C(=O)N. Drug 2: CC1=C2C(C(=O)C3(C(CC4C(C3C(C(C2(C)C)(CC1OC(=O)C(C(C5=CC=CC=C5)NC(=O)OC(C)(C)C)O)O)OC(=O)C6=CC=CC=C6)(CO4)OC(=O)C)O)C)O. Cell line: RXF 393. Synergy scores: CSS=1.99, Synergy_ZIP=-10.1, Synergy_Bliss=-9.53, Synergy_Loewe=-33.9, Synergy_HSA=-9.20.